From a dataset of Full USPTO retrosynthesis dataset with 1.9M reactions from patents (1976-2016). Predict the reactants needed to synthesize the given product. (1) Given the product [O:1]=[C:2]1[C:6]2([CH2:7][CH2:8][N:9]([CH2:33][CH2:34][CH2:35][N:36]3[C:44]4[C:39](=[CH:40][CH:41]=[CH:42][CH:43]=4)[CH2:38][C:37]3=[O:46])[CH2:10][CH2:11]2)[N:5]([C:12]2[CH:17]=[CH:16][CH:15]=[CH:14][CH:13]=2)[CH2:4][N:3]1[C@H:18]([C:26]1[CH:27]=[CH:28][CH:29]=[CH:30][CH:31]=1)[C:19]([O:21][C:22]([CH3:24])([CH3:25])[CH3:23])=[O:20], predict the reactants needed to synthesize it. The reactants are: [O:1]=[C:2]1[C:6]2([CH2:11][CH2:10][NH:9][CH2:8][CH2:7]2)[N:5]([C:12]2[CH:17]=[CH:16][CH:15]=[CH:14][CH:13]=2)[CH2:4][N:3]1[C@H:18]([C:26]1[CH:31]=[CH:30][CH:29]=[CH:28][CH:27]=1)[C:19]([O:21][C:22]([CH3:25])([CH3:24])[CH3:23])=[O:20].Cl[CH2:33][CH2:34][CH2:35][N:36]1[C:44]2[C:39](=[CH:40][CH:41]=[CH:42][CH:43]=2)[CH:38](C)[C:37]1=[O:46].[I-].[Na+].C(=O)([O-])[O-].[K+].[K+]. (2) Given the product [N:1]1([C:2]2[N:6]([C:7]([CH3:8])([CH3:9])[CH3:10])[N:5]=[CH:4][C:3]=2[C:11]([O:13][CH2:14][CH3:15])=[O:12])[CH:18]=[CH:22][CH:21]=[CH:20]1, predict the reactants needed to synthesize it. The reactants are: [NH2:1][C:2]1[N:6]([C:7]([CH3:10])([CH3:9])[CH3:8])[N:5]=[CH:4][C:3]=1[C:11]([O:13][CH2:14][CH3:15])=[O:12].CO[CH:18]1[CH2:22][CH2:21][CH:20](OC)O1. (3) Given the product [F:1][C:2]1[CH:7]=[CH:6][C:5]([C:8]2[N:9]=[C:10]([C:27]3[CH:28]=[CH:29][C:24]([O:23][CH3:22])=[CH:25][CH:26]=3)[N:11]=[N:12][CH:13]=2)=[CH:4][C:3]=1[C:16]1[CH:17]=[N:18][CH:19]=[CH:20][CH:21]=1, predict the reactants needed to synthesize it. The reactants are: [F:1][C:2]1[CH:7]=[CH:6][C:5]([C:8]2[N:9]=[C:10](SC)[N:11]=[N:12][CH:13]=2)=[CH:4][C:3]=1[C:16]1[CH:17]=[N:18][CH:19]=[CH:20][CH:21]=1.[CH3:22][O:23][C:24]1[CH:29]=[CH:28][C:27](B(O)O)=[CH:26][CH:25]=1. (4) Given the product [CH:10]1([N:15]2[C:19]3[N:20]=[C:21]([S:24][CH3:25])[N:22]=[CH:23][C:18]=3[CH:17]=[C:16]2[CH2:26][OH:27])[CH2:11][CH2:12][CH2:13][CH2:14]1, predict the reactants needed to synthesize it. The reactants are: CC(C[AlH]CC(C)C)C.[CH:10]1([N:15]2[C:19]3[N:20]=[C:21]([S:24][CH3:25])[N:22]=[CH:23][C:18]=3[CH:17]=[C:16]2[C:26](OC)=[O:27])[CH2:14][CH2:13][CH2:12][CH2:11]1. (5) Given the product [O:31]1[CH:32]=[CH:33][C:29]([CH:57]([NH2:47])[C@H:3]2[O:7][C:6](=[O:8])[N:5]([C:9]3[CH:14]=[CH:13][C:12]([N:15]4[CH2:16][CH2:17][O:18][CH2:19][CH2:20]4)=[CH:11][CH:10]=3)[CH2:4]2)=[N:30]1, predict the reactants needed to synthesize it. The reactants are: OC[C@@H:3]1[O:7][C:6](=[O:8])[N:5]([C:9]2[CH:14]=[CH:13][C:12]([N:15]3[CH2:20][CH2:19][O:18][CH2:17][CH2:16]3)=[CH:11][CH:10]=2)[CH2:4]1.C(OC(N[C:29]1[CH:33]=[CH:32][O:31][N:30]=1)=O)(C)(C)C.C(P(CCCC)CCCC)CCC.[N:47]([C:57](N1CCCCC1)=O)=NC(N1CCCCC1)=O. (6) The reactants are: [Br:1][C:2]1[CH:7]=[C:6]([F:8])[CH:5]=[CH:4][C:3]=1[C:9](=[O:11])[CH3:10].[Br:12]CC(C1C=C(Cl)C=CC=1Cl)=O. Given the product [Br:12][CH2:10][C:9]([C:3]1[CH:4]=[CH:5][C:6]([F:8])=[CH:7][C:2]=1[Br:1])=[O:11], predict the reactants needed to synthesize it. (7) Given the product [CH3:27][O:26][C:23]1[CH:24]=[CH:25][C:20]([NH:17][C:18]([N:8]2[CH2:7][C:6]3[CH:9]=[CH:10][C:11]([C:13]([O:15][CH3:16])=[O:14])=[CH:12][C:5]=3[O:4][CH2:3][C@@H:2]2[CH3:1])=[O:19])=[CH:21][CH:22]=1, predict the reactants needed to synthesize it. The reactants are: [CH3:1][C@@H:2]1[NH:8][CH2:7][C:6]2[CH:9]=[CH:10][C:11]([C:13]([O:15][CH3:16])=[O:14])=[CH:12][C:5]=2[O:4][CH2:3]1.[N:17]([C:20]1[CH:25]=[CH:24][C:23]([O:26][CH3:27])=[CH:22][CH:21]=1)=[C:18]=[O:19].CCN(CC)CC. (8) Given the product [Cl:1][C:2]1[N:3]=[CH:4][CH:5]=[C:6]2[C:10]([CH3:11])=[C:9]([CH3:12])[N:8]([CH2:14][CH:15]3[CH2:17][CH2:16]3)[C:7]=12, predict the reactants needed to synthesize it. The reactants are: [Cl:1][C:2]1[N:3]=[CH:4][CH:5]=[C:6]2[C:10]([CH3:11])=[C:9]([CH3:12])[NH:8][C:7]=12.Br[CH2:14][CH:15]1[CH2:17][CH2:16]1. (9) Given the product [NH2:9][C:7]1[N:8]=[C:3]([CH2:2][N:33]([CH2:32][C:24]2[NH:23][C:27]3[CH:28]=[CH:29][CH:30]=[CH:31][C:26]=3[N:25]=2)[CH:34]2[C:43]3[N:42]=[CH:41][CH:40]=[CH:39][C:38]=3[CH2:37][CH2:36][CH2:35]2)[CH:4]=[CH:5][CH:6]=1, predict the reactants needed to synthesize it. The reactants are: Br[CH2:2][C:3]1[N:8]=[C:7]([NH:9]C(=O)C(C)(C)C)[CH:6]=[CH:5][CH:4]=1.C(OC([N:23]1[C:27]2[CH:28]=[CH:29][CH:30]=[CH:31][C:26]=2[N:25]=[C:24]1[CH2:32][NH:33][CH:34]1[C:43]2[N:42]=[CH:41][CH:40]=[CH:39][C:38]=2[CH2:37][CH2:36][CH2:35]1)=O)(C)(C)C.C(N(CC)C(C)C)(C)C.[I-].[K+].